This data is from Reaction yield outcomes from USPTO patents with 853,638 reactions. The task is: Predict the reaction yield, written as a fraction of the theoretical maximum amount of product (1.0 means a 100% yield; for example, 0.34 means a 34% yield). (1) The reactants are [N:1]1[N:2]([C:6]2[CH:11]=[CH:10][C:9]([CH:12]([O:16][CH3:17])[C:13]([OH:15])=O)=[CH:8][CH:7]=2)[N:3]=[CH:4][CH:5]=1.CN1CCOCC1.C(OC(Cl)=O)C(C)C.Cl.[CH3:34][NH:35][O:36][CH3:37].C([O-])(O)=O.[Na+]. The catalyst is C(Cl)Cl. The product is [N:3]1[N:2]([C:6]2[CH:7]=[CH:8][C:9]([CH:12]([O:16][CH3:17])[C:13]([N:35]([O:36][CH3:37])[CH3:34])=[O:15])=[CH:10][CH:11]=2)[N:1]=[CH:5][CH:4]=1. The yield is 0.440. (2) The reactants are [CH2:1]([O:5][CH:6]([O:8][NH:9][C:10]([C:12]1[S:16][C:15]2[CH:17]=[C:18]([CH2:21][OH:22])[CH:19]=[CH:20][C:14]=2[CH:13]=1)=[O:11])[CH3:7])[CH:2]([CH3:4])[CH3:3]. The catalyst is C(Cl)Cl.O=[Mn]=O. The product is [CH2:1]([O:5][CH:6]([O:8][NH:9][C:10]([C:12]1[S:16][C:15]2[CH:17]=[C:18]([CH:21]=[O:22])[CH:19]=[CH:20][C:14]=2[CH:13]=1)=[O:11])[CH3:7])[CH:2]([CH3:4])[CH3:3]. The yield is 0.820. (3) The product is [Br:2][C:3]1[CH:11]=[C:10]2[C:6]([C:7]3[CH2:12][CH2:13][NH:14][C:16]([CH3:24])([CH3:17])[C:8]=3[NH:9]2)=[CH:5][CH:4]=1. The catalyst is CC(C)=O.C(O)CCC. The reactants are Cl.[Br:2][C:3]1[CH:11]=[C:10]2[C:6]([C:7]([CH2:12][CH2:13][NH2:14])=[CH:8][NH:9]2)=[CH:5][CH:4]=1.Br[C:16]1[CH:24]=CC=C2[C:17]=1C(CCN)=CN2.[O-]S([O-])(=O)=O.[Na+].[Na+]. The yield is 0.150. (4) The reactants are [OH:1][CH2:2][CH2:3][N:4]1[CH2:9][CH2:8][N:7]([C:10]([O:12][C:13]([CH3:16])([CH3:15])[CH3:14])=[O:11])[CH2:6][CH2:5]1.CCN(CC)CC.[CH3:24][S:25](Cl)(=[O:27])=[O:26]. The catalyst is ClCCl. The product is [CH3:24][S:25]([O:1][CH2:2][CH2:3][N:4]1[CH2:9][CH2:8][N:7]([C:10]([O:12][C:13]([CH3:16])([CH3:15])[CH3:14])=[O:11])[CH2:6][CH2:5]1)(=[O:27])=[O:26]. The yield is 0.940.